From a dataset of Forward reaction prediction with 1.9M reactions from USPTO patents (1976-2016). Predict the product of the given reaction. (1) Given the reactants [F:1][C:2]1[CH:7]=[CH:6][C:5]([N:8]2[C:12]3([CH2:17][CH2:16][NH:15][CH2:14][CH2:13]3)[C:11](=[O:18])[N:10]([CH2:19][C:20]3[CH:32]=[CH:31][CH:30]=[CH:29][C:21]=3[C:22]([O:24][C:25]([CH3:28])([CH3:27])[CH3:26])=[O:23])[CH2:9]2)=[CH:4][CH:3]=1.[I-].[Na+].C(=O)([O-])[O-].[K+].[K+].Cl[CH2:42][CH2:43][CH2:44][N:45]1[C:53]2[C:48](=[CH:49][CH:50]=[CH:51][CH:52]=2)[CH2:47][C:46]1=[O:54], predict the reaction product. The product is: [F:1][C:2]1[CH:7]=[CH:6][C:5]([N:8]2[C:12]3([CH2:13][CH2:14][N:15]([CH2:42][CH2:43][CH2:44][N:45]4[C:53]5[C:48](=[CH:49][CH:50]=[CH:51][CH:52]=5)[CH2:47][C:46]4=[O:54])[CH2:16][CH2:17]3)[C:11](=[O:18])[N:10]([CH2:19][C:20]3[CH:32]=[CH:31][CH:30]=[CH:29][C:21]=3[C:22]([O:24][C:25]([CH3:28])([CH3:26])[CH3:27])=[O:23])[CH2:9]2)=[CH:4][CH:3]=1. (2) Given the reactants Cl[C:2]1[CH:7]=[C:6]([O:8][C:9]2[CH:10]=[C:11]([CH3:22])[C:12]([CH3:21])=[N:13][C:14]=2[C:15]2[CH:20]=[CH:19][CH:18]=[CH:17][N:16]=2)[CH:5]=[CH:4][N:3]=1.[NH2:23][C:24]1[CH:25]=[C:26]([S:30]([NH2:33])(=[O:32])=[O:31])[CH:27]=[CH:28][CH:29]=1.CC1(C)C2C(=C(P(C3C=CC=CC=3)C3C=CC=CC=3)C=CC=2)OC2C(P(C3C=CC=CC=3)C3C=CC=CC=3)=CC=CC1=2.C([O-])([O-])=O.[Cs+].[Cs+], predict the reaction product. The product is: [CH3:22][C:11]1[CH:10]=[C:9]([O:8][C:6]2[CH:5]=[CH:4][N:3]=[C:2]([NH:23][C:24]3[CH:25]=[C:26]([S:30]([NH2:33])(=[O:31])=[O:32])[CH:27]=[CH:28][CH:29]=3)[CH:7]=2)[C:14]([C:15]2[CH:20]=[CH:19][CH:18]=[CH:17][N:16]=2)=[N:13][C:12]=1[CH3:21]. (3) The product is: [Br:1][C:2]1[S:18][C:5]2[C:6]([OH:17])=[C:7]([C:13]([NH:25][C:23]3[S:24][C:20]([CH3:19])=[CH:21][N:22]=3)=[O:15])[N:8]([CH3:12])[S:9](=[O:10])(=[O:11])[C:4]=2[CH:3]=1. Given the reactants [Br:1][C:2]1[S:18][C:5]2[C:6]([OH:17])=[C:7]([C:13]([O:15]C)=O)[N:8]([CH3:12])[S:9](=[O:11])(=[O:10])[C:4]=2[CH:3]=1.[CH3:19][C:20]1[S:24][C:23]([NH2:25])=[N:22][CH:21]=1, predict the reaction product. (4) Given the reactants [CH2:1]([N:8]1[CH2:12][CH2:11][CH2:10][CH:9]1[CH2:13][N:14]1[C:18]2=[N:19][CH:20]=[CH:21][CH:22]=[C:17]2[CH:16]=[CH:15]1)[C:2]1[CH:7]=[CH:6][CH:5]=[CH:4][CH:3]=1.[Cl:23][C:24]1[CH:25]=[C:26]([S:30](Cl)(=[O:32])=[O:31])[CH:27]=[CH:28][CH:29]=1, predict the reaction product. The product is: [CH2:1]([N:8]1[CH2:12][CH2:11][CH2:10][CH:9]1[CH2:13][N:14]1[C:18]2=[N:19][CH:20]=[CH:21][CH:22]=[C:17]2[C:16]([S:30]([C:26]2[CH:27]=[CH:28][CH:29]=[C:24]([Cl:23])[CH:25]=2)(=[O:32])=[O:31])=[CH:15]1)[C:2]1[CH:7]=[CH:6][CH:5]=[CH:4][CH:3]=1. (5) Given the reactants [F:1][C:2]1[CH:3]=[CH:4][C:5]([O:9][C:10]2[CH:15]=[CH:14][CH:13]=[CH:12][CH:11]=2)=[C:6]([NH2:8])[CH:7]=1.[CH3:16][O:17][C:18]1[CH:19]=[CH:20][C:21]([O:26][CH2:27][CH2:28][O:29][S:30]([CH3:33])(=[O:32])=[O:31])=[C:22]([CH:25]=1)[CH:23]=O, predict the reaction product. The product is: [F:1][C:2]1[CH:3]=[CH:4][C:5]([O:9][C:10]2[CH:15]=[CH:14][CH:13]=[CH:12][CH:11]=2)=[C:6]([NH:8][CH2:23][C:22]2[CH:25]=[C:18]([O:17][CH3:16])[CH:19]=[CH:20][C:21]=2[O:26][CH2:27][CH2:28][O:29][S:30]([CH3:33])(=[O:31])=[O:32])[CH:7]=1. (6) Given the reactants [Cl:1][C:2]1[CH:7]=[CH:6][C:5]([CH:8]([O:12][C:13]2[CH:18]=[CH:17][CH:16]=[C:15]([C:19]([F:22])([F:21])[F:20])[CH:14]=2)[C:9](O)=[O:10])=[CH:4][CH:3]=1.O=S(Cl)[Cl:25], predict the reaction product. The product is: [Cl:1][C:2]1[CH:7]=[CH:6][C:5]([CH:8]([O:12][C:13]2[CH:18]=[CH:17][CH:16]=[C:15]([C:19]([F:22])([F:21])[F:20])[CH:14]=2)[C:9]([Cl:25])=[O:10])=[CH:4][CH:3]=1. (7) The product is: [CH3:29][O:28][CH:24]1[C:25]([O:26][CH3:27])([C:5]2[NH:4][C:11]3=[N:12][CH:13]=[CH:14][CH:15]=[C:10]3[CH:9]=2)[C:18]([O:17][CH3:16])=[CH:19][C:20]([OH:33])=[CH:23]1. Given the reactants C([N-:4][CH:5](C)C)(C)C.[Li+].[CH3:9][C:10]1[CH:11]=[N:12][CH:13]=[CH:14][CH:15]=1.[CH3:16][O:17][C:18]1[CH:19]=[C:20]([CH:23]=[C:24]([O:28][CH3:29])[C:25]=1[O:26][CH3:27])C#N.C1C[O:33]CC1, predict the reaction product.